From a dataset of Catalyst prediction with 721,799 reactions and 888 catalyst types from USPTO. Predict which catalyst facilitates the given reaction. (1) Reactant: [CH2:1]([O:3][N:4]=[C:5]([C:8]1[C:13]([Cl:14])=[CH:12][C:11]([Cl:15])=[CH:10][N:9]=1)[CH2:6]Br)[CH3:2].[C:16]1(=[O:26])[NH:20][C:19](=[O:21])[C:18]2=[CH:22][CH:23]=[CH:24][CH:25]=[C:17]12.[K].O. Product: [Cl:14][C:13]1[C:8]([C:5](=[N:4][O:3][CH2:1][CH3:2])[CH2:6][N:20]2[C:19](=[O:21])[C:18]3=[CH:22][CH:23]=[CH:24][CH:25]=[C:17]3[C:16]2=[O:26])=[N:9][CH:10]=[C:11]([Cl:15])[CH:12]=1. The catalyst class is: 9. (2) Reactant: [OH:1][C:2]1[CH:3]=[C:4]([CH:9]=[CH:10][C:11]=1[O:12][CH3:13])[C:5]([O:7][CH3:8])=[O:6].O[CH2:15][CH2:16][N:17]1[CH2:22][CH2:21][O:20][CH2:19][CH2:18]1.C1(P(C2C=CC=CC=2)C2C=CC=CC=2)C=CC=CC=1.N(C(OCC)=O)=NC(OCC)=O.N(C(OCC)=O)(C(OCC)=O)N. Product: [CH3:8][O:7][C:5](=[O:6])[C:4]1[CH:9]=[CH:10][C:11]([O:12][CH3:13])=[C:2]([O:1][CH2:15][CH2:16][N:17]2[CH2:22][CH2:21][O:20][CH2:19][CH2:18]2)[CH:3]=1. The catalyst class is: 13. (3) Reactant: [NH2:1][C:2]1[C:3]([C:8]([OH:10])=O)=[N:4][CH:5]=[CH:6][CH:7]=1.C(N1C=CN=C1)(N1C=CN=C1)=O.Cl.[CH3:24][O:25][C:26](=[O:32])[CH2:27][C@@H:28]([NH2:31])[CH2:29][CH3:30]. Product: [CH3:24][O:25][C:26](=[O:32])[CH2:27][C@@H:28]([NH:31][C:8]([C:3]1[C:2]([NH2:1])=[CH:7][CH:6]=[CH:5][N:4]=1)=[O:10])[CH2:29][CH3:30]. The catalyst class is: 17. (4) Reactant: [NH:1]1[CH2:6][CH2:5][CH:4]([CH2:7][CH:8]2[CH2:13][CH2:12][N:11]([C:14]([O:16][C:17]([CH3:20])([CH3:19])[CH3:18])=[O:15])[CH2:10][CH2:9]2)[CH2:3][CH2:2]1.[CH2:21](I)[CH3:22].C([O-])([O-])=O.[K+].[K+]. Product: [CH2:21]([N:1]1[CH2:2][CH2:3][CH:4]([CH2:7][CH:8]2[CH2:9][CH2:10][N:11]([C:14]([O:16][C:17]([CH3:20])([CH3:19])[CH3:18])=[O:15])[CH2:12][CH2:13]2)[CH2:5][CH2:6]1)[CH3:22]. The catalyst class is: 10. (5) Reactant: [CH3:1][N:2]([CH2:9][C:10]1[CH:11]=[N:12][C:13]([C:16]2[CH:21]=[CH:20][C:19]([S:22]([CH3:25])(=[O:24])=[O:23])=[CH:18][CH:17]=2)=[CH:14][CH:15]=1)[CH:3]1[CH2:8][CH2:7][NH:6][CH2:5][CH2:4]1.C(N(CC)CC)C.Cl[C:34]([O:36][CH2:37][C:38]#[CH:39])=[O:35].N. Product: [CH3:1][N:2]([CH2:9][C:10]1[CH:11]=[N:12][C:13]([C:16]2[CH:17]=[CH:18][C:19]([S:22]([CH3:25])(=[O:24])=[O:23])=[CH:20][CH:21]=2)=[CH:14][CH:15]=1)[CH:3]1[CH2:8][CH2:7][N:6]([C:34]([O:36][CH2:37][C:38]#[CH:39])=[O:35])[CH2:5][CH2:4]1. The catalyst class is: 61. (6) The catalyst class is: 2. Reactant: [Cl:1][C:2]1[C:3]([C:14]2[C:22]3[C:17](=[CH:18][CH:19]=[CH:20][CH:21]=3)[N:16]([S:23]([C:26]3[CH:31]=[CH:30][CH:29]=[CH:28][CH:27]=3)(=[O:25])=[O:24])[CH:15]=2)=[N:4][C:5]([NH:8][C@@H:9]2[CH2:13][CH2:12][NH:11][CH2:10]2)=[N:6][CH:7]=1.[C:32]([O:36][C:37]([NH:39][C:40]1[CH:48]=[CH:47][C:43]([C:44](O)=[O:45])=[CH:42][CH:41]=1)=[O:38])([CH3:35])([CH3:34])[CH3:33].CN(C(ON1N=NC2C=CC=CC1=2)=[N+](C)C)C.F[P-](F)(F)(F)(F)F.C(N(C(C)C)CC)(C)C. Product: [Cl:1][C:2]1[C:3]([C:14]2[C:22]3[C:17](=[CH:18][CH:19]=[CH:20][CH:21]=3)[N:16]([S:23]([C:26]3[CH:31]=[CH:30][CH:29]=[CH:28][CH:27]=3)(=[O:25])=[O:24])[CH:15]=2)=[N:4][C:5]([NH:8][C@@H:9]2[CH2:13][CH2:12][N:11]([C:44]([C:43]3[CH:42]=[CH:41][C:40]([NH:39][C:37](=[O:38])[O:36][C:32]([CH3:34])([CH3:33])[CH3:35])=[CH:48][CH:47]=3)=[O:45])[CH2:10]2)=[N:6][CH:7]=1. (7) Reactant: [C:1]1([CH:7]([C:11]2[CH:16]=[CH:15][CH:14]=[CH:13][CH:12]=2)[C:8](Cl)=[O:9])[CH:6]=[CH:5][CH:4]=[CH:3][CH:2]=1.[CH2:17]([N:24]1[CH2:30][CH:29]2[CH:31]([NH:32][CH3:33])[CH:26]([CH2:27][CH2:28]2)[CH2:25]1)[C:18]1[CH:23]=[CH:22][CH:21]=[CH:20][CH:19]=1.C(N(CC)CC)C. Product: [CH2:17]([N:24]1[CH2:30][CH:29]2[CH:31]([N:32]([CH3:33])[C:8](=[O:9])[CH:7]([C:11]3[CH:16]=[CH:15][CH:14]=[CH:13][CH:12]=3)[C:1]3[CH:6]=[CH:5][CH:4]=[CH:3][CH:2]=3)[CH:26]([CH2:27][CH2:28]2)[CH2:25]1)[C:18]1[CH:19]=[CH:20][CH:21]=[CH:22][CH:23]=1. The catalyst class is: 4.